This data is from Forward reaction prediction with 1.9M reactions from USPTO patents (1976-2016). The task is: Predict the product of the given reaction. (1) Given the reactants [CH:1]1[N:6]=[C:5](Cl)[C:4]2[N:8]=[CH:9][N:10]([C@@H:11]3[O:15][C@H:14]([CH2:16][OH:17])[C@@H:13]([OH:18])[C@H:12]3[OH:19])[C:3]=2[N:2]=1.[NH2:20][CH2:21][CH2:22][C:23]1[C:31]2[C:26](=[CH:27][CH:28]=[CH:29][CH:30]=2)[NH:25][CH:24]=1.C(N(C(C)C)CC)(C)C, predict the reaction product. The product is: [NH:25]1[C:26]2[C:31](=[CH:30][CH:29]=[CH:28][CH:27]=2)[C:23]([CH2:22][CH2:21][NH:20][C:5]2[C:4]3[N:8]=[CH:9][N:10]([C:3]=3[N:2]=[CH:1][N:6]=2)[C@@H:11]2[O:15][C@H:14]([CH2:16][OH:17])[C@@H:13]([OH:18])[C@H:12]2[OH:19])=[CH:24]1. (2) Given the reactants [CH3:1][O:2][C:3]1[CH:8]=[C:7]([C@H:9]2[C@H:14]([N+:15]([O-:17])=[O:16])[CH2:13][CH:12]=[CH:11][CH2:10]2)[CH:6]=[CH:5][C:4]=1[OH:18], predict the reaction product. The product is: [CH3:1][O:2][C:3]1[CH:8]=[C:7]([C@@H:9]2[CH2:10][CH2:11][CH2:12][CH2:13][C@H:14]2[N+:15]([O-:17])=[O:16])[CH:6]=[CH:5][C:4]=1[OH:18]. (3) Given the reactants [CH2:1]([N:8]1[CH2:17][CH2:16][C:11]2(OCC[O:12]2)[CH2:10][CH:9]1[CH3:18])[C:2]1[CH:7]=[CH:6][CH:5]=[CH:4][CH:3]=1.Cl, predict the reaction product. The product is: [CH2:1]([N:8]1[CH2:17][CH2:16][C:11](=[O:12])[CH2:10][CH:9]1[CH3:18])[C:2]1[CH:3]=[CH:4][CH:5]=[CH:6][CH:7]=1. (4) Given the reactants [CH3:1][O:2][C:3](=[O:11])[C:4]1[CH:9]=[CH:8][C:7]([OH:10])=[CH:6][CH:5]=1.F[B-](F)(F)F.[H+].[Br:18]N1C(=O)CCC1=O, predict the reaction product. The product is: [CH3:1][O:2][C:3](=[O:11])[C:4]1[CH:9]=[CH:8][C:7]([OH:10])=[C:6]([Br:18])[CH:5]=1. (5) Given the reactants [Cl:1][C:2]1[CH:9]=[CH:8][C:5]([C:6]#[N:7])=[CH:4][CH:3]=1.OS(O)(=O)=O.[CH2:15]([OH:17])[CH3:16], predict the reaction product. The product is: [ClH:1].[CH2:15]([O:17][C:6](=[NH:7])[C:5]1[CH:8]=[CH:9][C:2]([Cl:1])=[CH:3][CH:4]=1)[CH3:16]. (6) Given the reactants [CH:1]([C:3]([CH2:5]C)=[O:4])=[CH2:2].C(N(CC)CC)C.[CH2:14]([CH:21]1[C:26](=[O:27])[CH2:25][CH2:24][CH2:23][C:22]1=[O:28])[C:15]1[CH:20]=[CH:19][CH:18]=[CH:17][CH:16]=1, predict the reaction product. The product is: [CH2:14]([C:21]1([CH2:2][CH2:1][C:3](=[O:4])[CH3:5])[C:22](=[O:28])[CH2:23][CH2:24][CH2:25][C:26]1=[O:27])[C:15]1[CH:20]=[CH:19][CH:18]=[CH:17][CH:16]=1. (7) Given the reactants C[O:2][C:3](=[O:23])[CH2:4][CH2:5][C:6]1[CH:11]=[CH:10][C:9]([O:12][CH2:13][CH2:14][C@@H:15]([O:17]S(C)(=O)=O)[CH3:16])=[CH:8][C:7]=1[CH3:22].[Cl:24][C:25]1[CH:26]=[CH:27][C:28](O)=[N:29][CH:30]=1, predict the reaction product. The product is: [Cl:24][C:25]1[CH:26]=[CH:27][C:28]([O:17][C@H:15]([CH3:16])[CH2:14][CH2:13][O:12][C:9]2[CH:10]=[CH:11][C:6]([CH2:5][CH2:4][C:3]([OH:2])=[O:23])=[C:7]([CH3:22])[CH:8]=2)=[N:29][CH:30]=1. (8) The product is: [F:1][C:2]1[C:3]([CH2:21][N:22]2[C:30]3[C:25](=[CH:26][C:27]([C:31]([OH:33])=[O:32])=[CH:28][CH:29]=3)[CH:24]=[CH:23]2)=[N:4][CH:5]=[C:6]([CH:8]2[CH2:13][CH2:12][N:11]([C:14]([O:16][C:17]([CH3:20])([CH3:19])[CH3:18])=[O:15])[CH2:10][CH2:9]2)[CH:7]=1. Given the reactants [F:1][C:2]1[C:3]([CH2:21][N:22]2[C:30]3[C:25](=[CH:26][C:27]([C:31]([O:33]C)=[O:32])=[CH:28][CH:29]=3)[CH:24]=[CH:23]2)=[N:4][CH:5]=[C:6]([CH:8]2[CH2:13][CH2:12][N:11]([C:14]([O:16][C:17]([CH3:20])([CH3:19])[CH3:18])=[O:15])[CH2:10][CH2:9]2)[CH:7]=1.O.O.[OH-].[Li+].Cl, predict the reaction product.